Predict the product of the given reaction. From a dataset of Forward reaction prediction with 1.9M reactions from USPTO patents (1976-2016). (1) Given the reactants [CH2:1]([O:3][C:4](=[O:15])/[CH:5]=[C:6](/[O:8][C:9]1[CH:14]=[CH:13][CH:12]=[CH:11][CH:10]=1)\[CH3:7])[CH3:2].[Br:16]N1C(=O)CCC1=O.C(OOC(=O)C1C=CC=CC=1)(=O)C1C=CC=CC=1, predict the reaction product. The product is: [CH2:1]([O:3][C:4](=[O:15])/[CH:5]=[C:6](/[O:8][C:9]1[CH:14]=[CH:13][CH:12]=[CH:11][CH:10]=1)\[CH2:7][Br:16])[CH3:2]. (2) Given the reactants [Br:1][C:2]1[N:7]=[C:6]([C:8](=[O:10])[CH3:9])[CH:5]=[CH:4][CH:3]=1.[BH4-].[Na+], predict the reaction product. The product is: [Br:1][C:2]1[N:7]=[C:6]([CH:8]([OH:10])[CH3:9])[CH:5]=[CH:4][CH:3]=1.